Dataset: Full USPTO retrosynthesis dataset with 1.9M reactions from patents (1976-2016). Task: Predict the reactants needed to synthesize the given product. (1) Given the product [O:1]1[C:5]2[CH:6]=[CH:7][CH:8]=[CH:9][C:4]=2[C:3]([CH2:10][C@@H:11]([B:25]([OH:33])[OH:26])[NH:12][C:13](=[O:24])[CH2:14][CH2:15][C:16]2[CH:21]=[CH:20][C:19]([O:22][CH3:23])=[CH:18][CH:17]=2)=[CH:2]1, predict the reactants needed to synthesize it. The reactants are: [O:1]1[C:5]2[CH:6]=[CH:7][CH:8]=[CH:9][C:4]=2[C:3]([CH2:10][C@@H:11]([B:25]2[O:33]C(C)(C)C(C)(C)[O:26]2)[NH:12][C:13](=[O:24])[CH2:14][CH2:15][C:16]2[CH:21]=[CH:20][C:19]([O:22][CH3:23])=[CH:18][CH:17]=2)=[CH:2]1.CC(C)CB(O)O.Cl. (2) Given the product [C:1]([O:5][C:6]([N:8]1[C:16]2[C:11](=[CH:12][CH:13]=[C:14]([NH:17][C:25]3[CH:26]=[N:27][CH:28]=[CH:29][CH:30]=3)[CH:15]=2)[C:10]([C:18]2[CH:23]=[CH:22][CH:21]=[CH:20][CH:19]=2)=[N:9]1)=[O:7])([CH3:4])([CH3:2])[CH3:3], predict the reactants needed to synthesize it. The reactants are: [C:1]([O:5][C:6]([N:8]1[C:16]2[C:11](=[CH:12][CH:13]=[C:14]([NH2:17])[CH:15]=2)[C:10]([C:18]2[CH:23]=[CH:22][CH:21]=[CH:20][CH:19]=2)=[N:9]1)=[O:7])([CH3:4])([CH3:3])[CH3:2].Br[C:25]1[CH:26]=[N:27][CH:28]=[CH:29][CH:30]=1. (3) The reactants are: [CH3:1][C:2]1[O:6][C:5]([C:7]2[N:12]=[C:11]([NH:13][C:14](=[O:17])[CH:15]=[CH2:16])[CH:10]=[C:9](C3SC=CN=3)[N:8]=2)=[CH:4][CH:3]=1.[CH3:23][C:24]1[CH:28]=[C:27]([CH3:29])[N:26](C2N=C(C3OC(C)=CC=3)N=C(N)C=2)[N:25]=1. Given the product [CH3:23][C:24]1[CH:28]=[C:27]([CH3:29])[N:26]([C:9]2[N:8]=[C:7]([C:5]3[O:6][C:2]([CH3:1])=[CH:3][CH:4]=3)[N:12]=[C:11]([NH:13][C:14](=[O:17])[CH:15]=[CH2:16])[CH:10]=2)[N:25]=1, predict the reactants needed to synthesize it. (4) Given the product [Cl:17][C:18]1[C:19]([O:31][CH2:32][O:33][CH3:34])=[CH:20][C:21]([O:27][CH2:28][O:29][CH3:30])=[C:22]([CH:26]=1)[C:23]([N:13]1[CH2:14][CH2:15][CH2:16][CH:12]1[C:11]1[CH:10]=[CH:9][C:4]([C:5]([O:7][CH3:8])=[O:6])=[CH:3][C:2]=1[CH3:1])=[O:24], predict the reactants needed to synthesize it. The reactants are: [CH3:1][C:2]1[CH:3]=[C:4]([CH:9]=[CH:10][C:11]=1[CH:12]1[CH2:16][CH2:15][CH2:14][NH:13]1)[C:5]([O:7][CH3:8])=[O:6].[Cl:17][C:18]1[C:19]([O:31][CH2:32][O:33][CH3:34])=[CH:20][C:21]([O:27][CH2:28][O:29][CH3:30])=[C:22]([CH:26]=1)[C:23](O)=[O:24].CN1CCOCC1.Cl.CN(C)CCCN=C=NCC.ON1C2C=CC=CC=2N=N1. (5) Given the product [OH:1][CH2:2][C:3]1[CH:8]=[C:7]([CH3:9])[CH:6]=[C:5]([N:10]2[N:11]=[C:12]3[CH:17]=[CH:16][C:15]([C:18]([F:21])([F:20])[F:19])=[CH:14][C:13]3=[N:22]2)[C:4]=1[OH:25], predict the reactants needed to synthesize it. The reactants are: [OH:1][CH2:2][C:3]1[CH:8]=[C:7]([CH3:9])[CH:6]=[C:5]([N:10]=[N:11][C:12]2[CH:17]=[CH:16][C:15]([C:18]([F:21])([F:20])[F:19])=[CH:14][C:13]=2[N+:22]([O-])=O)[C:4]=1[OH:25].[OH-].[Na+].C(S(O)=O)(N)=N.Cl. (6) Given the product [F:25][C:26]1[CH:27]=[C:28]([CH:31]=[CH:32][CH:33]=1)[CH2:29][S:24][C:22]1[O:23][C:19]([C:16]2[CH:17]=[CH:18][C:13]3[N:12]=[CH:11][N:10]([C:7]4[CH:8]=[CH:9][C:4]([S:2]([CH3:1])=[O:3])=[CH:5][CH:6]=4)[C:14]=3[CH:15]=2)=[N:20][N:21]=1, predict the reactants needed to synthesize it. The reactants are: [CH3:1][S:2]([C:4]1[CH:9]=[CH:8][C:7]([N:10]2[C:14]3[CH:15]=[C:16]([C:19]4[O:23][C:22]([SH:24])=[N:21][N:20]=4)[CH:17]=[CH:18][C:13]=3[N:12]=[CH:11]2)=[CH:6][CH:5]=1)=[O:3].[F:25][C:26]1[CH:27]=[C:28]([CH:31]=[CH:32][CH:33]=1)[CH2:29]Br. (7) Given the product [CH2:1]([CH:8]1[CH2:12][O:11][C:10](=[O:13])[N:9]1[C:14](=[O:23])[CH:15]([CH2:17][CH:18]1[CH2:19][CH2:20][CH2:21][CH2:22]1)[CH2:16][NH:31][O:30][CH:25]1[CH2:26][CH2:27][CH2:28][CH2:29][O:24]1)[C:2]1[CH:3]=[CH:4][CH:5]=[CH:6][CH:7]=1, predict the reactants needed to synthesize it. The reactants are: [CH2:1]([CH:8]1[CH2:12][O:11][C:10](=[O:13])[N:9]1[C:14](=[O:23])[C:15]([CH2:17][CH:18]1[CH2:22][CH2:21][CH2:20][CH2:19]1)=[CH2:16])[C:2]1[CH:7]=[CH:6][CH:5]=[CH:4][CH:3]=1.[O:24]1[CH2:29][CH2:28][CH2:27][CH2:26][CH:25]1[O:30][NH2:31].